This data is from Forward reaction prediction with 1.9M reactions from USPTO patents (1976-2016). The task is: Predict the product of the given reaction. Given the reactants [Cl:1][C:2]1[C:3]([S:14][C:15]2[S:16][C:17]3[CH:23]=[CH:22][C:21]([C:24]([F:27])([F:26])[F:25])=[CH:20][C:18]=3[N:19]=2)=[C:4]([C:11](=[O:13])[CH3:12])[CH:5]=[C:6]([N+:8]([O-])=O)[CH:7]=1.O.O.[Sn](Cl)(Cl)(Cl)Cl, predict the reaction product. The product is: [NH2:8][C:6]1[CH:7]=[C:2]([Cl:1])[C:3]([S:14][C:15]2[S:16][C:17]3[CH:23]=[CH:22][C:21]([C:24]([F:26])([F:25])[F:27])=[CH:20][C:18]=3[N:19]=2)=[C:4]([C:11](=[O:13])[CH3:12])[CH:5]=1.